This data is from Drug-target binding data from BindingDB using Ki measurements. The task is: Regression. Given a target protein amino acid sequence and a drug SMILES string, predict the binding affinity score between them. We predict pKi (pKi = -log10(Ki in M); higher means stronger inhibition). Dataset: bindingdb_ki. (1) The drug is CN(Cc1cnc2nc(N)nc(N)c2n1)c1ccc(C(=O)N[C@@H](CCC(=O)O)C(=O)O)cc1. The target protein (O88563) has sequence MDRLCGSGELGSKFWDSNLTVYTNTPDLTPCFQNSLLAWVPCIYLWAALPCYLFYLRHHRLGYIVLSCLSRLKTALGVLLWCISWVDLFYSFHGLVHGSSPAPVFFITPLLVGITMLLATLLIQYERLRGVRSSGVLIIFWLLCVICAIIPFRSKILLALAEGKILDPFRFTTFYIYFALVLCAFILSCFQEKPPLFSPENLDTNPCPEASAGFFSRLSFWWFTKLAILGYRRPLEDSDLWSLSEEDCSHKVVQRLLEAWQKQQTQASGPQTAALEPKIAGEDEVLLKARPKTKKPSFLRALVRTFTSSLLMGACFKLIQDLSPSSTHSCSASSSGLFRPHGPYWWGFLLAGLMFVSSTMQTLILHQHYHCIFVMALRIRTAIIGVIYRKALTITNSVKREYTVGEMVNLMSVDAQRFMDVSPFINLLWSAPLQVILAIYFLWQILGPSALAGVAVIVLLIPLNGAVSMKMKTYQVQQMKFKDSRIKLMSEILNGIKVLK.... The pKi is 4.0. (2) The compound is Oc1cc2c(cc1O)[C@@H]1c3ccccc3CN[C@@H]1CC2. The target protein (P97636) has sequence MAAMSEEGSCVNFKEMMFIDNTLYLIPEDNGDLESDHFGRLHCTTAVIRSINDQVLFVDKRNPPVFEDMPDIDRTANESQTRLIIYMYKDSEVRGLAVTLSVKDGRMSTLSCKNKIISFEEMNPPENIDDIKSDLIFFQKRVPGHNKMEFESSLYEGHFLACQKEDDAFKLVLKRKDENGDKSVMFTLTNLHQS. The pKi is 5.0. (3) The drug is CCc1ccccc1NC(=O)c1cccc([N+](=O)[O-])c1O. The target protein (P00800) has sequence MKMKMKLASFGLAAGLAAQVFLPYNALASTEHVTWNQQFQTPQFISGDLLKVNGTSPEELVYQYVEKNENKFKFHENAKDTLQLKEKKNDNLGFTFMRFQQTYKGIPVFGAVVTSHVKDGTLTALSGTLIPNLDTKGSLKSGKKLSEKQARDIAEKDLVANVTKEVPEYEQGKDTEFVVYVNGDEASLAYVVNLNFLTPEPGNWLYIIDAVDGKILNKFNQLDAAKPGDVKSITGTSTVGVGRGVLGDQKNINTTYSTYYYLQDNTRGNGIFTYDAKYRTTLPGSLWADADNQFFASYDAPAVDAHYYAGVTYDYYKNVHNRLSYDGNNAAIRSSVHYSQGYNNAFWNGSQMVYGDGDGQTFIPLSGGIDVVAHELTHAVTDYTAGLIYQNESGAINEAISDIFGTLVEFYANKNPDWEIGEDVYTPGISGDSLRSMSDPAKYGDPDHYSKRYTGTQDNGGVHINSGIINKAAYLISQGGTHYGVSVVGIGRDKLGKIFY.... The pKi is 2.5. (4) The small molecule is COc1ccc(S(=O)(=O)N(CC(C)C)C[C@@H](O)[C@H](Cc2ccccc2)NC(=O)c2cccc(O)c2)cc1. The target protein sequence is PQITLWQRPLVTVKIGGQLREALLDTGADNTVLEDINLPGKWKPKMIGGIGGFIKVKQYEQVLIEICGKKAIGTVLVGPTPVNIIGRDMLTQIGCTLNF. The pKi is 9.4. (5) The compound is C=CCc1cc(OC)ccc1OCC(C)C. The target protein (P09186) has sequence MLGGLLHRGHKIKGTVVLMRKNVLHVNSVTSVGGIIGQGLDLVGSTLDTLTAFLGRPVSLQLISATKADANGKGKLGKATFLEGIITSLPTLGAGQSAFKINFEWDDGSGILGAFYIKNFMQTEFFLVSLTLEDIPNHGSIHFVCNSWIYNAKLFKSDRIFFANQTYLPSETPAPLVKYREEELHNLRGDGTGERKEWERVYDYDVYNDLGDPDKGENHARPVLGGNDTFPYPRRGRTGRKPTRKDPNSESRSNDVYLPRDEAFGHLKSSDFLTYGLKSVSQNVLPLLQSAFDLNFTPREFDSFDEVHGLYSGGIKLPTDIISKISPLPVLKEIFRTDGEQALKFPPPKVIQVSKSAWMTDEEFAREMLAGVNPNLIRCLKEFPPRSKLDSQVYGDHTSQITKEHLEPNLEGLTVDEAIQNKRLFLLGHHDPIMPYLRRINATSTKAYATRTILFLKNDGTLRPLAIELSLPHPQGDQSGAFSQVFLPADEGVESSIWLL.... The pKi is 5.5. (6) The small molecule is CCCCC/C=C\C/C=C\CCCCCCCC(=O)O. The target protein sequence is MATVQQLEGRWRLVDSKGFDEYMKELGVGIALRKAGAMAKPDCIITCDGKNLTIKTESTAKTTQFSCTLGEKFEETTADGRKTQTVCNFTDGALVQHQEWDGKESTITRKLKDGKLVVECVMNNVTCTRIYEKVE. The pKi is 5.5. (7) The drug is O=c1[nH]cnc2c(CC3N[C@H](CSc4ccccc4)C(O)C3O)c[nH]c12. The target protein (Q9HZK1) has sequence MSVYAIIGGTGLTQLEGLTLSESLPIETPYGAPSAPLQRGRYAGREVLFLARHGHPHRFPPHQVNYRANLWALKQAGAEAVIAVNAVGGIHAAMGTGHLCVPHQLIDYTSGREHTYFAGDIEHVTHIDFSHPYDEPLRQRLIEALRALGLAHSSHGVYACTQGPRLETVAEIARLERDGNDIVGMTGMPEAALARELDLPYACLALVVNPAAGKSAGIITMAEIEQALHDGIGKVREVLARVLAG. The pKi is 9.9. (8) The drug is O=C(O)CC/C=C(/C(=O)O)[C@@H](O)C(=O)O. The target protein sequence is MAKYRICLIEGDGIGHEVIPAAKRVLEAAGFDAEYVHAEAGYEYFLDHGTSVPEATYDAVENTDATLFGAATSPSGEKPAGFFGAIRHLRQKYNLYANVRPTKTRPVPHSYENVDLVIVRENTQGLYVEQERRYGDTAIADTVITREASDRIGKFAADLAMKRSKRLTVVHKSNVLPVTQGLFMNTILDHTKTVEGLSTSTMIVDNAAMQLVRNPQQFDVMVMTNMFGDILSDLAAGLVGGLGIAASGNVGDQFGIFESVHGSAPDIAGQGISNPTATILAAVIMLDHLGDHETARRLDNAINKVLAEXPRTRDLGGTAGTQEFTEAVIKALA. The pKi is 2.5. (9) The drug is COC(=O)[C@H](CC(C)C)N(O)C(=O)CCl. The target protein (P00800) has sequence MKMKMKLASFGLAAGLAAQVFLPYNALASTEHVTWNQQFQTPQFISGDLLKVNGTSPEELVYQYVEKNENKFKFHENAKDTLQLKEKKNDNLGFTFMRFQQTYKGIPVFGAVVTSHVKDGTLTALSGTLIPNLDTKGSLKSGKKLSEKQARDIAEKDLVANVTKEVPEYEQGKDTEFVVYVNGDEASLAYVVNLNFLTPEPGNWLYIIDAVDGKILNKFNQLDAAKPGDVKSITGTSTVGVGRGVLGDQKNINTTYSTYYYLQDNTRGNGIFTYDAKYRTTLPGSLWADADNQFFASYDAPAVDAHYYAGVTYDYYKNVHNRLSYDGNNAAIRSSVHYSQGYNNAFWNGSQMVYGDGDGQTFIPLSGGIDVVAHELTHAVTDYTAGLIYQNESGAINEAISDIFGTLVEFYANKNPDWEIGEDVYTPGISGDSLRSMSDPAKYGDPDHYSKRYTGTQDNGGVHINSGIINKAAYLISQGGTHYGVSVVGIGRDKLGKIFY.... The pKi is 2.1.